Dataset: Reaction yield outcomes from USPTO patents with 853,638 reactions. Task: Predict the reaction yield, written as a fraction of the theoretical maximum amount of product (1.0 means a 100% yield; for example, 0.34 means a 34% yield). (1) The reactants are [CH:1]([N:3]1[CH2:7][C@H:6]([NH:8][S:9]([C:12]2[CH:17]=[CH:16][C:15]([O:18][CH2:19][C:20]3[C:29]4[C:24](=[CH:25][CH:26]=[CH:27][CH:28]=4)[N:23]=[C:22]([CH3:30])[CH:21]=3)=[CH:14][CH:13]=2)(=[O:11])=[O:10])[C@H:5]([C:31]([O:33]C(C)(C)C)=[O:32])[CH2:4]1)=[O:2].FC(F)(F)C(O)=O. No catalyst specified. The product is [CH:1]([N:3]1[CH2:7][C@H:6]([NH:8][S:9]([C:12]2[CH:17]=[CH:16][C:15]([O:18][CH2:19][C:20]3[C:29]4[C:24](=[CH:25][CH:26]=[CH:27][CH:28]=4)[N:23]=[C:22]([CH3:30])[CH:21]=3)=[CH:14][CH:13]=2)(=[O:10])=[O:11])[C@H:5]([C:31]([OH:33])=[O:32])[CH2:4]1)=[O:2]. The yield is 1.00. (2) The reactants are [CH3:1][CH2:2][C:3](=O)[CH2:4][CH3:5].C(O[BH-](OC(=O)C)OC(=O)C)(=O)C.[Na+].[NH2:21][C@@H:22]1[C@H:27]([NH:28][C:29]([C:31]2[NH:32][C:33]([CH2:37][CH3:38])=[C:34]([Cl:36])[N:35]=2)=[O:30])[CH2:26][CH2:25][N:24]([C:39]2[S:40][C:41]3[C:47]([C:48]([O:50][CH2:51][CH3:52])=[O:49])=[CH:46][CH:45]=[CH:44][C:42]=3[N:43]=2)[CH2:23]1.C(=O)(O)[O-].[Na+]. The catalyst is CO.O1CCCC1. The product is [Cl:36][C:34]1[N:35]=[C:31]([C:29]([NH:28][C@@H:27]2[CH2:26][CH2:25][N:24]([C:39]3[S:40][C:41]4[C:47]([C:48]([O:50][CH2:51][CH3:52])=[O:49])=[CH:46][CH:45]=[CH:44][C:42]=4[N:43]=3)[CH2:23][C@@H:22]2[NH:21][CH:3]([CH2:4][CH3:5])[CH2:2][CH3:1])=[O:30])[NH:32][C:33]=1[CH2:37][CH3:38]. The yield is 0.680. (3) The reactants are [F:1][C:2]1[CH:31]=[CH:30][CH:29]=[C:28]([F:32])[C:3]=1[CH2:4][N:5]1[CH:10]=[C:9](Br)[C:8](=[O:12])[N:7]2[C:13]([CH3:27])=[C:14]([C:16]3[CH:21]=[CH:20][C:19]([O:22][CH2:23][CH:24]4[CH2:26][CH2:25]4)=[CH:18][CH:17]=3)[N:15]=[C:6]12.O=O.[C:35]1(B(O)O)[CH:40]=[CH:39][CH:38]=[CH:37][CH:36]=1.C([O-])([O-])=O.[K+].[K+]. The catalyst is C1C=CC([P]([Pd]([P](C2C=CC=CC=2)(C2C=CC=CC=2)C2C=CC=CC=2)([P](C2C=CC=CC=2)(C2C=CC=CC=2)C2C=CC=CC=2)[P](C2C=CC=CC=2)(C2C=CC=CC=2)C2C=CC=CC=2)(C2C=CC=CC=2)C2C=CC=CC=2)=CC=1.COCCOC. The product is [F:1][C:2]1[CH:31]=[CH:30][CH:29]=[C:28]([F:32])[C:3]=1[CH2:4][N:5]1[CH:10]=[C:9]([C:35]2[CH:40]=[CH:39][CH:38]=[CH:37][CH:36]=2)[C:8](=[O:12])[N:7]2[C:13]([CH3:27])=[C:14]([C:16]3[CH:21]=[CH:20][C:19]([O:22][CH2:23][CH:24]4[CH2:26][CH2:25]4)=[CH:18][CH:17]=3)[N:15]=[C:6]12. The yield is 0.780. (4) The reactants are [C:1]([O:5][C:6]([NH:8][C@H:9]([CH2:15][CH2:16][C:17](=[O:21])[CH:18]=[N+]=[N-])[C:10]([O:12][CH2:13][CH3:14])=[O:11])=[O:7])([CH3:4])([CH3:3])[CH3:2]. The product is [O:21]=[C:17]1[CH2:18][N:8]([C:6]([O:5][C:1]([CH3:4])([CH3:3])[CH3:2])=[O:7])[C@@H:9]([C:10]([O:12][CH2:13][CH3:14])=[O:11])[CH2:15][CH2:16]1. The catalyst is C([O-])(=O)C.[Rh+3].C([O-])(=O)C.C([O-])(=O)C.C(Cl)Cl. The yield is 0.520. (5) The reactants are Cl.[NH2:2][OH:3].[OH-].[Na+].Cl[P:7](=[O:20])([C:14]1[CH:19]=[CH:18][CH:17]=[CH:16][CH:15]=1)[C:8]1[CH:13]=[CH:12][CH:11]=[CH:10][CH:9]=1. The catalyst is O.O1CCOCC1. The product is [NH2:2][O:3][P:7](=[O:20])([C:14]1[CH:19]=[CH:18][CH:17]=[CH:16][CH:15]=1)[C:8]1[CH:13]=[CH:12][CH:11]=[CH:10][CH:9]=1. The yield is 0.360. (6) The reactants are [Cl:1][C:2]1[C:3]([N:8]2[CH2:13][CH2:12][N:11]([CH2:14][C:15]3[C:16]([CH3:22])=[N:17][N:18]([CH2:20][CH3:21])[CH:19]=3)[CH2:10][CH2:9]2)=[N:4][CH:5]=[CH:6][N:7]=1.C(=O)([O-])[O-].[K+].[K+].[C:29]([NH:32][CH2:33][C:34]1[CH:39]=[CH:38][C:37](B(O)O)=[CH:36][CH:35]=1)(=[O:31])[CH3:30].[Cl-].[NH4+]. The catalyst is O1CCCC1.O.C(=O)(O)[O-].[Na+].CO.C1C=CC(/C=C/C(/C=C/C2C=CC=CC=2)=O)=CC=1.C1C=CC(/C=C/C(/C=C/C2C=CC=CC=2)=O)=CC=1.C1C=CC(/C=C/C(/C=C/C2C=CC=CC=2)=O)=CC=1.[Pd].[Pd].F[B-](F)(F)F.C(P(CCCC)CCCC)CCC. The product is [ClH:1].[CH2:20]([N:18]1[CH:19]=[C:15]([CH2:14][N:11]2[CH2:12][CH2:13][N:8]([C:3]3[C:2]([C:37]4[CH:38]=[CH:39][C:34]([CH2:33][NH:32][C:29](=[O:31])[CH3:30])=[CH:35][CH:36]=4)=[N:7][CH:6]=[CH:5][N:4]=3)[CH2:9][CH2:10]2)[C:16]([CH3:22])=[N:17]1)[CH3:21]. The yield is 0.510. (7) The reactants are [Br:1][C:2]1[CH:9]=[CH:8][C:7]([OH:10])=[CH:6][C:3]=1[CH:4]=[O:5].[CH2:11](O)[CH2:12][OH:13]. The catalyst is C1(C)C=CC=CC=1.C1(C)C=CC(S(O)(=O)=O)=CC=1.C(=O)([O-])[O-].[K+].[K+]. The product is [Br:1][C:2]1[CH:9]=[CH:8][C:7]([OH:10])=[CH:6][C:3]=1[CH:4]1[O:13][CH2:12][CH2:11][O:5]1. The yield is 0.900.